This data is from Catalyst prediction with 721,799 reactions and 888 catalyst types from USPTO. The task is: Predict which catalyst facilitates the given reaction. (1) Reactant: [CH3:1][O:2][C:3]1[CH:11]=[CH:10][C:6]([C:7]([OH:9])=O)=[CH:5][CH:4]=1.C(N(CC)CC)C.F[P-](F)(F)(F)(F)F.CN(C)C(F)=[N+](C)C.[N:34]1[N:38]2[CH2:39][CH2:40][NH:41][CH2:42][C:37]2=[CH:36][C:35]=1[C:43]([O:45][CH2:46][CH3:47])=[O:44]. Product: [CH3:1][O:2][C:3]1[CH:4]=[CH:5][C:6]([C:7]([N:41]2[CH2:40][CH2:39][N:38]3[N:34]=[C:35]([C:43]([O:45][CH2:46][CH3:47])=[O:44])[CH:36]=[C:37]3[CH2:42]2)=[O:9])=[CH:10][CH:11]=1. The catalyst class is: 35. (2) Reactant: [F:1][C:2]([F:12])([CH3:11])[CH:3](O)[CH2:4][C:5]([O:7][CH2:8][CH3:9])=[O:6].C1(P(C2C=CC=CC=2)C2C=CC=CN=2)C=CC=CC=1.FC(F)(F)C(O)=O. Product: [F:1][C:2]([F:12])([CH3:11])/[CH:3]=[CH:4]/[C:5]([O:7][CH2:8][CH3:9])=[O:6]. The catalyst class is: 1. (3) Reactant: [Cl:1][C:2]1[CH:7]=[C:6]([NH:8][CH2:9][CH2:10][CH2:11][C:12]2[CH:17]=[CH:16][CH:15]=[CH:14][CH:13]=2)[C:5]([NH2:18])=[CH:4][C:3]=1[CH3:19].[NH:20]1[C:28](=[O:29])[C:26](=O)[C:24](=O)[NH:23][C:21]1=[O:22].B(O)(O)O. Product: [Cl:1][C:2]1[C:3]([CH3:19])=[CH:4][C:5]2[N:18]=[C:26]3[C:24]([N:8]([CH2:9][CH2:10][CH2:11][C:12]4[CH:17]=[CH:16][CH:15]=[CH:14][CH:13]=4)[C:6]=2[CH:7]=1)=[N:23][C:21](=[O:22])[NH:20][C:28]3=[O:29]. The catalyst class is: 15. (4) Reactant: C([O:3][C:4](=[O:31])[C@@H:5]([CH3:30])[CH2:6][C@H:7]([NH:22][C:23](=[O:29])[CH2:24][CH2:25][C:26]([OH:28])=[O:27])[CH2:8][C:9]1[CH:14]=[CH:13][C:12]([C:15]2[CH:20]=[CH:19][CH:18]=[C:17]([Cl:21])[CH:16]=2)=[CH:11][CH:10]=1)C.[OH-].[Na+].Cl. Product: [C:26]([CH2:25][CH2:24][C:23]([NH:22][C@H:7]([CH2:8][C:9]1[CH:14]=[CH:13][C:12]([C:15]2[CH:20]=[CH:19][CH:18]=[C:17]([Cl:21])[CH:16]=2)=[CH:11][CH:10]=1)[CH2:6][C@H:5]([CH3:30])[C:4]([OH:31])=[O:3])=[O:29])([OH:28])=[O:27]. The catalyst class is: 14. (5) Reactant: [CH2:1]([O:19][C:20]1[CH:25]=[C:24]([CH2:26][OH:27])[CH:23]=[C:22]([O:28][CH2:29][CH2:30][CH2:31][CH2:32][CH2:33][CH2:34][CH2:35][CH2:36]/[CH:37]=[CH:38]\[CH2:39]/[CH:40]=[CH:41]\[CH2:42][CH2:43][CH2:44][CH2:45][CH3:46])[N:21]=1)[CH2:2][CH2:3][CH2:4][CH2:5][CH2:6][CH2:7][CH2:8]/[CH:9]=[CH:10]\[CH2:11]/[CH:12]=[CH:13]\[CH2:14][CH2:15][CH2:16][CH2:17][CH3:18].[CH3:47][S:48](Cl)(=[O:50])=[O:49].Cl. Product: [CH3:47][S:48]([O:27][CH2:26][C:24]1[CH:25]=[C:20]([O:19][CH2:1][CH2:2][CH2:3][CH2:4][CH2:5][CH2:6][CH2:7][CH2:8]/[CH:9]=[CH:10]\[CH2:11]/[CH:12]=[CH:13]\[CH2:14][CH2:15][CH2:16][CH2:17][CH3:18])[N:21]=[C:22]([O:28][CH2:29][CH2:30][CH2:31][CH2:32][CH2:33][CH2:34][CH2:35][CH2:36]/[CH:37]=[CH:38]\[CH2:39]/[CH:40]=[CH:41]\[CH2:42][CH2:43][CH2:44][CH2:45][CH3:46])[CH:23]=1)(=[O:50])=[O:49]. The catalyst class is: 2. (6) Reactant: [CH3:1][C:2]1[CH:7]=[CH:6][C:5]([SH:8])=[CH:4][CH:3]=1.[H-].[Na+].[CH2:11]([O:13][C:14](=[O:17])[CH2:15]Br)[CH3:12]. The catalyst class is: 1. Product: [CH2:11]([O:13][C:14](=[O:17])[CH2:15][S:8][C:5]1[CH:6]=[CH:7][C:2]([CH3:1])=[CH:3][CH:4]=1)[CH3:12]. (7) Reactant: [OH-].[Na+].C([O:5][C:6]([C:8]1[CH:12]=[CH:11][N:10]([C:13]2[CH:18]=[CH:17][C:16]([F:19])=[CH:15][N:14]=2)[N:9]=1)=[O:7])C. Product: [F:19][C:16]1[CH:17]=[CH:18][C:13]([N:10]2[CH:11]=[CH:12][C:8]([C:6]([OH:7])=[O:5])=[N:9]2)=[N:14][CH:15]=1. The catalyst class is: 88. (8) Reactant: [Cl:1][C:2]1[CH:7]=[C:6](I)[C:5]([C:9]([F:12])([F:11])[F:10])=[CH:4][N:3]=1.[N:13]1[CH:18]=[CH:17][CH:16]=[N:15][C:14]=1[C:19]1[S:23][CH:22]=[N:21][C:20]=1[NH2:24].CC1(C)C2C(=C(P(C3C=CC=CC=3)C3C=CC=CC=3)C=CC=2)OC2C(P(C3C=CC=CC=3)C3C=CC=CC=3)=CC=CC1=2.C(=O)([O-])[O-].[Cs+].[Cs+]. Product: [Cl:1][C:2]1[CH:7]=[C:6]([NH:24][C:20]2[N:21]=[CH:22][S:23][C:19]=2[C:14]2[N:15]=[CH:16][CH:17]=[CH:18][N:13]=2)[C:5]([C:9]([F:12])([F:11])[F:10])=[CH:4][N:3]=1. The catalyst class is: 62.